From a dataset of Catalyst prediction with 721,799 reactions and 888 catalyst types from USPTO. Predict which catalyst facilitates the given reaction. Reactant: [N:1]([C:4]([NH:6][C@H:7]1[C@@H:11]2[C@@H:12]3[C@@:25]([CH3:28])([CH2:26][CH2:27][C@@:10]2([C:34]([O:36][CH2:37][C:38]2[CH:43]=[CH:42][CH:41]=[CH:40][CH:39]=2)=[O:35])[CH2:9][CH2:8]1)[C@@:24]1([CH3:29])[C@@H:15]([C@:16]2([CH3:33])[C@@H:21]([CH2:22][CH2:23]1)[C:20]([CH3:31])([CH3:30])[C@@H:19]([OH:32])[CH2:18][CH2:17]2)[CH2:14][CH2:13]3)=[O:5])=[N+:2]=[N-:3].C1C=C[NH+]=CC=1.[O-][Cr](Cl)(=O)=O. Product: [N:1]([C:4]([NH:6][C@H:7]1[C@@H:11]2[C@@H:12]3[C@@:25]([CH3:28])([CH2:26][CH2:27][C@@:10]2([C:34]([O:36][CH2:37][C:38]2[CH:39]=[CH:40][CH:41]=[CH:42][CH:43]=2)=[O:35])[CH2:9][CH2:8]1)[C@@:24]1([CH3:29])[C@@H:15]([C@:16]2([CH3:33])[C@@H:21]([CH2:22][CH2:23]1)[C:20]([CH3:30])([CH3:31])[C:19](=[O:32])[CH2:18][CH2:17]2)[CH2:14][CH2:13]3)=[O:5])=[N+:2]=[N-:3]. The catalyst class is: 1.